From a dataset of Forward reaction prediction with 1.9M reactions from USPTO patents (1976-2016). Predict the product of the given reaction. (1) Given the reactants [F:1][C:2]([F:13])([F:12])[C:3]1[CH:4]=[C:5]([N:9]=[C:10]=[O:11])[CH:6]=[CH:7][CH:8]=1.[NH2:14][C:15]1[N:20]=[C:19]([O:21][C:22]2[CH:23]=[C:24]3[C:28](=[CH:29][CH:30]=2)[NH:27][CH2:26][CH2:25]3)[CH:18]=[C:17]([Cl:31])[N:16]=1, predict the reaction product. The product is: [F:1][C:2]([F:12])([F:13])[C:3]1[CH:4]=[C:5]([NH:9][C:10]([N:27]2[C:28]3[C:24](=[CH:23][C:22]([O:21][C:19]4[CH:18]=[C:17]([Cl:31])[N:16]=[C:15]([NH2:14])[N:20]=4)=[CH:30][CH:29]=3)[CH2:25][CH2:26]2)=[O:11])[CH:6]=[CH:7][CH:8]=1. (2) Given the reactants [S:1]1[C:5]2[CH:6]=[CH:7][CH:8]=[CH:9][C:4]=2[C:3]([CH2:10][NH:11][C:12]2[C:17]([F:18])=[CH:16][N:15]=[C:14](Cl)[N:13]=2)=[CH:2]1.[NH2:20][C:21]1[CH:22]=[C:23]([OH:27])[CH:24]=[CH:25][CH:26]=1, predict the reaction product. The product is: [S:1]1[C:5]2[CH:6]=[CH:7][CH:8]=[CH:9][C:4]=2[C:3]([CH2:10][NH:11][C:12]2[C:17]([F:18])=[CH:16][N:15]=[C:14]([NH:20][C:21]3[CH:26]=[CH:25][CH:24]=[C:23]([OH:27])[CH:22]=3)[N:13]=2)=[CH:2]1. (3) Given the reactants C(NC1CCCCC1)(C)C.C([Li])CCC.[CH3:16][O:17][C:18](=[O:28])[CH2:19][C:20]1[CH:25]=[CH:24][CH:23]=[CH:22][C:21]=1[O:26][CH3:27].[Cl:29][C:30]1[N:35]=[C:34]([Cl:36])[C:33]([CH2:37]I)=[CH:32][N:31]=1, predict the reaction product. The product is: [CH3:16][O:17][C:18](=[O:28])[CH:19]([C:20]1[CH:25]=[CH:24][CH:23]=[CH:22][C:21]=1[O:26][CH3:27])[CH2:37][C:33]1[C:34]([Cl:36])=[N:35][C:30]([Cl:29])=[N:31][CH:32]=1. (4) Given the reactants N([O-])=O.[Na+].[CH3:5][N:6]1[C:14]2[C:9](=[CH:10][C:11](N)=[CH:12][CH:13]=2)[CH:8]=[N:7]1.[S:16](=[O:18])=[O:17].C(O)(=O)C.[ClH:23], predict the reaction product. The product is: [CH3:5][N:6]1[C:14]2[C:9](=[CH:10][C:11]([S:16]([Cl:23])(=[O:18])=[O:17])=[CH:12][CH:13]=2)[CH:8]=[N:7]1. (5) The product is: [O:2]1[CH:6]=[CH:5][C:4]([N+:7]([O-:8])=[CH:9][C:11]2[C:20]3[C:15](=[CH:16][CH:17]=[CH:18][CH:19]=3)[C:14]([S:21]([OH:24])(=[O:22])=[O:23])=[N:13][C:12]=2[C:25]([OH:27])=[O:26])=[CH:3]1. Given the reactants Cl.[O:2]1[CH:6]=[CH:5][C:4]([NH:7][OH:8])=[CH:3]1.[CH:9]([C:11]1[C:20]2[C:15](=[CH:16][CH:17]=[CH:18][CH:19]=2)[C:14]([S:21]([OH:24])(=[O:23])=[O:22])=[N:13][C:12]=1[C:25]([OH:27])=[O:26])=O, predict the reaction product. (6) Given the reactants [CH2:1](I)[CH2:2][CH2:3][CH2:4][CH2:5][CH2:6][CH2:7][CH2:8][CH2:9][CH2:10][CH3:11].[Na].[C:14]([O:20][CH2:21][CH3:22])(=[O:19])[CH2:15][C:16]([CH3:18])=[O:17], predict the reaction product. The product is: [CH2:1]([CH:15]([C:16]([CH3:18])=[O:17])[C:14]([O:20][CH2:21][CH3:22])=[O:19])[CH2:2][CH2:3][CH2:4][CH2:5][CH2:6][CH2:7][CH2:8][CH2:9][CH2:10][CH3:11]. (7) Given the reactants Cl[CH2:2][C:3]([NH:5][C:6]1[CH:7]=[C:8]([CH:25]=[CH:26][C:27]=1[O:28][C:29]([F:32])([F:31])[F:30])[C:9]([NH:11][C:12]1[CH:13]=[N:14][C:15]([C:18]2[CH:23]=[CH:22][CH:21]=[CH:20][C:19]=2[F:24])=[CH:16][CH:17]=1)=[O:10])=[O:4].C(N(CC)CC)C.Cl.Cl.[CH3:42][N:43]1[CH2:48][CH2:47][NH:46][CH2:45][CH:44]1[CH3:49].[I-].[K+], predict the reaction product. The product is: [CH3:49][CH:44]1[N:43]([CH3:42])[CH2:48][CH2:47][N:46]([CH2:2][C:3]([NH:5][C:6]2[CH:7]=[C:8]([CH:25]=[CH:26][C:27]=2[O:28][C:29]([F:32])([F:31])[F:30])[C:9]([NH:11][C:12]2[CH:13]=[N:14][C:15]([C:18]3[CH:23]=[CH:22][CH:21]=[CH:20][C:19]=3[F:24])=[CH:16][CH:17]=2)=[O:10])=[O:4])[CH2:45]1. (8) Given the reactants [NH:1]1[CH2:6][CH2:5][CH:4]([CH2:7][OH:8])[CH2:3][CH2:2]1.C(N(C(C)C)CC)(C)C.[C:18]([O:22][C:23](O[C:23]([O:22][C:18]([CH3:21])([CH3:20])[CH3:19])=[O:24])=[O:24])([CH3:21])([CH3:20])[CH3:19], predict the reaction product. The product is: [C:18]([O:22][C:23]([N:1]1[CH2:6][CH2:5][CH:4]([CH2:7][OH:8])[CH2:3][CH2:2]1)=[O:24])([CH3:21])([CH3:20])[CH3:19]. (9) Given the reactants [CH3:1][C@@H:2]([C:27]([CH3:35])([C:29]1[CH:34]=[CH:33][CH:32]=[CH:31][CH:30]=1)[CH3:28])[C:3]([NH:5][C@@H:6]([C:23]([CH3:26])([CH3:25])[CH3:24])[C:7]([N:9]([CH3:22])[C@@H:10]([CH:19]([CH3:21])[CH3:20])/[CH:11]=[C:12](\[CH3:18])/[C:13]([O:15]CC)=[O:14])=[O:8])=[O:4].O1CCCC1.O.[OH-].[Li+].Cl, predict the reaction product. The product is: [CH3:1][C@@H:2]([C:27]([CH3:35])([C:29]1[CH:34]=[CH:33][CH:32]=[CH:31][CH:30]=1)[CH3:28])[C:3]([NH:5][C@@H:6]([C:23]([CH3:24])([CH3:25])[CH3:26])[C:7]([N:9]([CH3:22])[C@@H:10]([CH:19]([CH3:20])[CH3:21])/[CH:11]=[C:12](\[CH3:18])/[C:13]([OH:15])=[O:14])=[O:8])=[O:4]. (10) Given the reactants [CH3:1][O:2][C:3](=[O:12])[C:4]1[CH:9]=[CH:8][C:7]([CH2:10]Br)=[CH:6][CH:5]=1.[I-:13].[Na+], predict the reaction product. The product is: [I:13][CH2:10][C:7]1[CH:8]=[CH:9][C:4]([C:3]([O:2][CH3:1])=[O:12])=[CH:5][CH:6]=1.